From a dataset of Forward reaction prediction with 1.9M reactions from USPTO patents (1976-2016). Predict the product of the given reaction. (1) Given the reactants [F:1][C:2]1[CH:7]=[C:6]([N+:8]([O-:10])=[O:9])[CH:5]=[CH:4][C:3]=1[CH2:11][C:12]([O:14][C:15]([CH3:18])([CH3:17])[CH3:16])=[O:13].[CH3:19]N(CN(C)C)C.C(OC(=O)C)(=O)C.O, predict the reaction product. The product is: [F:1][C:2]1[CH:7]=[C:6]([N+:8]([O-:10])=[O:9])[CH:5]=[CH:4][C:3]=1[C:11](=[CH2:19])[C:12]([O:14][C:15]([CH3:18])([CH3:17])[CH3:16])=[O:13]. (2) Given the reactants Br[C@@H:2]1[C@@H:8]([OH:9])[CH2:7][CH2:6][CH2:5][CH2:4][C@H:3]1[N:10]1[C:18](=[O:19])[C:17]2[C:12](=[CH:13][CH:14]=[CH:15][CH:16]=2)[C:11]1=[O:20].C([SnH](CCCC)CCCC)CCC.N(C(C)(C)C#N)=NC(C)(C)C#N, predict the reaction product. The product is: [OH:9][C@H:8]1[CH2:7][CH2:6][CH2:5][CH2:4][C@@H:3]([N:10]2[C:11](=[O:20])[C:12]3[C:17](=[CH:16][CH:15]=[CH:14][CH:13]=3)[C:18]2=[O:19])[CH2:2]1. (3) Given the reactants [C:1]([C:3]1[CH:4]=[C:5]([C:13]2[S:17][C:16]([C:18]3[CH:27]=[CH:26][CH:25]=[C:24]4[C:19]=3[CH2:20][CH2:21][N:22](C(OC(C)(C)C)=O)[CH2:23]4)=[N:15][N:14]=2)[CH:6]=[CH:7][C:8]=1[O:9][CH:10]([CH3:12])[CH3:11])#[N:2].CCOCC.[ClH:40], predict the reaction product. The product is: [ClH:40].[CH3:12][CH:10]([O:9][C:8]1[CH:7]=[CH:6][C:5]([C:13]2[S:17][C:16]([C:18]3[CH:27]=[CH:26][CH:25]=[C:24]4[C:19]=3[CH2:20][CH2:21][NH:22][CH2:23]4)=[N:15][N:14]=2)=[CH:4][C:3]=1[C:1]#[N:2])[CH3:11]. (4) Given the reactants [Cl:1][C:2]1[CH:7]=[C:6]([O:8][CH3:9])[CH:5]=[CH:4][C:3]=1[CH2:10]/[C:11](=[N:13]\[S@:14]([C:16]([CH3:19])([CH3:18])[CH3:17])=[O:15])/[CH3:12].[BH4-].[Na+], predict the reaction product. The product is: [Cl:1][C:2]1[CH:7]=[C:6]([O:8][CH3:9])[CH:5]=[CH:4][C:3]=1[CH2:10][C@@H:11]([NH:13][S@:14]([C:16]([CH3:17])([CH3:19])[CH3:18])=[O:15])[CH3:12]. (5) Given the reactants [H-].[Na+].[C:3]1([CH2:9][SH:10])[CH:8]=[CH:7][CH:6]=[CH:5][CH:4]=1.F[C:12]1[CH:17]=[CH:16][CH:15]=[C:14]([C:18]([F:21])([F:20])[F:19])[N:13]=1.CO, predict the reaction product. The product is: [CH2:9]([S:10][C:12]1[CH:17]=[CH:16][CH:15]=[C:14]([C:18]([F:21])([F:20])[F:19])[N:13]=1)[C:3]1[CH:8]=[CH:7][CH:6]=[CH:5][CH:4]=1. (6) Given the reactants OCCCCCCCCN[C:11]([C:13]1[CH:14]=[C:15]([S:19]([C:22]2[CH:23]=[C:24]3[C:29](=[C:30]([CH3:32])[CH:31]=2)[N:28]=[CH:27][C:26]([C:33]([NH2:35])=[O:34])=[C:25]3[NH:36][C:37]2[CH:42]=[CH:41][CH:40]=[C:39]([O:43][CH3:44])[CH:38]=2)(=[O:21])=[O:20])[CH:16]=[CH:17][CH:18]=1)=[O:12].[NH2:45][C:46]1[CH:51]=[CH:50][C:49]([C:52]#[C:53][CH2:54][CH2:55][CH2:56][N:57]([CH3:80])[CH2:58][C@@H:59]([C:68]2[CH:77]=[CH:76][C:75]([OH:78])=[C:74]3[C:69]=2[CH:70]=[CH:71][C:72](=[O:79])[NH:73]3)[O:60][Si:61]([C:64]([CH3:67])([CH3:66])[CH3:65])([CH3:63])[CH3:62])=[CH:48][CH:47]=1, predict the reaction product. The product is: [Si:61]([O:60][C@H:59]([C:68]1[CH:77]=[CH:76][C:75]([OH:78])=[C:74]2[C:69]=1[CH:70]=[CH:71][C:72](=[O:79])[NH:73]2)[CH2:58][N:57]([CH3:80])[CH2:56][CH2:55][CH2:54][C:53]#[C:52][C:49]1[CH:50]=[CH:51][C:46]([NH:45][C:11]([C:13]2[CH:14]=[C:15]([S:19]([C:22]3[CH:23]=[C:24]4[C:29](=[C:30]([CH3:32])[CH:31]=3)[N:28]=[CH:27][C:26]([C:33]([NH2:35])=[O:34])=[C:25]4[NH:36][C:37]3[CH:42]=[CH:41][CH:40]=[C:39]([O:43][CH3:44])[CH:38]=3)(=[O:20])=[O:21])[CH:16]=[CH:17][CH:18]=2)=[O:12])=[CH:47][CH:48]=1)([C:64]([CH3:67])([CH3:66])[CH3:65])([CH3:62])[CH3:63]. (7) Given the reactants NC1N=C(OCCCC)N=C2C=1N=C(OC)N2CCCC1CCCCN1C(OCC1C=CC=CC=1)=O.FC(F)(F)C(O)=O.[CH3:44][C@H:45]([O:49][C:50]1[N:58]=[C:57]2[C:53]([N:54]=[C:55]([O:59][CH3:60])[NH:56]2)=[C:52]([NH2:61])[N:51]=1)[CH2:46][CH2:47][CH3:48].Br[CH2:63][CH2:64][CH2:65][CH:66]1[CH2:71][CH2:70][N:69]([C:72]([O:74][CH2:75][C:76]2[CH:81]=[CH:80][CH:79]=[CH:78][CH:77]=2)=[O:73])[CH2:68][CH2:67]1, predict the reaction product. The product is: [NH2:61][C:52]1[N:51]=[C:50]([O:49][C@@H:45]([CH3:44])[CH2:46][CH2:47][CH3:48])[N:58]=[C:57]2[C:53]=1[N:54]=[C:55]([O:59][CH3:60])[N:56]2[CH2:63][CH2:64][CH2:65][CH:66]1[CH2:67][CH2:68][N:69]([C:72]([O:74][CH2:75][C:76]2[CH:77]=[CH:78][CH:79]=[CH:80][CH:81]=2)=[O:73])[CH2:70][CH2:71]1. (8) Given the reactants [CH3:1][C:2]([C:6]1[CH:7]=[C:8]([C:13]2[CH:18]=[CH:17][CH:16]=[C:15]([CH:19]=O)[CH:14]=2)[CH:9]=[CH:10][C:11]=1[OH:12])([CH3:5])[CH2:3][CH3:4].[S:21]1[CH2:27][C:25](=[O:26])[NH:24][C:22]1=S.[NH:28]1[CH2:32][CH2:31][CH2:30][CH2:29]1, predict the reaction product. The product is: [CH3:1][C:2]([C:6]1[CH:7]=[C:8]([C:13]2[CH:18]=[CH:17][CH:16]=[C:15]([CH:19]=[C:27]3[S:21][C:22]([N:28]4[CH2:32][CH2:31][CH2:30][CH2:29]4)=[N:24][C:25]3=[O:26])[CH:14]=2)[CH:9]=[CH:10][C:11]=1[OH:12])([CH3:5])[CH2:3][CH3:4].